Dataset: Reaction yield outcomes from USPTO patents with 853,638 reactions. Task: Predict the reaction yield, written as a fraction of the theoretical maximum amount of product (1.0 means a 100% yield; for example, 0.34 means a 34% yield). The reactants are [Cl:1][C:2]1[CH:7]=[CH:6][C:5]([CH2:8]Cl)=[CH:4][N+:3]=1[O-:10].[NH:11]1[CH2:16][CH2:15][O:14][CH2:13][CH2:12]1.C(=O)([O-])[O-].[K+].[K+]. The catalyst is C(#N)C. The product is [Cl:1][C:2]1[CH:7]=[CH:6][C:5]([CH2:8][N:11]2[CH2:16][CH2:15][O:14][CH2:13][CH2:12]2)=[CH:4][N+:3]=1[O-:10]. The yield is 0.810.